This data is from Catalyst prediction with 721,799 reactions and 888 catalyst types from USPTO. The task is: Predict which catalyst facilitates the given reaction. (1) Reactant: C([O:4][CH2:5][C@@H:6]1[C@@H:11]([O:12]C(=O)C)[C@H:10]([O:16]C(=O)C)[C@H:9]([O:20]C(=O)C)[C@@H:8]([N:24]2[CH:28]=[C:27]([C@@H:29]3[C@@H:34]([O:35][CH2:36][C:37]4[CH:42]=[CH:41][CH:40]=[CH:39][CH:38]=4)[C@@H:33]([O:43][CH2:44][C:45]4[CH:50]=[CH:49][CH:48]=[CH:47][CH:46]=4)[C@H:32]([O:51][CH2:52][C:53]4[CH:58]=[CH:57][CH:56]=[CH:55][CH:54]=4)[C@@H:31]([CH2:59][O:60][CH2:61][C:62]4[CH:67]=[CH:66][CH:65]=[CH:64][CH:63]=4)[O:30]3)[N:26]=[N:25]2)[O:7]1)(=O)C.CO[Na].C(O)(=O)C. Product: [OH:4][CH2:5][C@@H:6]1[C@@H:11]([OH:12])[C@H:10]([OH:16])[C@H:9]([OH:20])[C@@H:8]([N:24]2[CH:28]=[C:27]([C@@H:29]3[C@@H:34]([O:35][CH2:36][C:37]4[CH:38]=[CH:39][CH:40]=[CH:41][CH:42]=4)[C@@H:33]([O:43][CH2:44][C:45]4[CH:50]=[CH:49][CH:48]=[CH:47][CH:46]=4)[C@H:32]([O:51][CH2:52][C:53]4[CH:54]=[CH:55][CH:56]=[CH:57][CH:58]=4)[C@@H:31]([CH2:59][O:60][CH2:61][C:62]4[CH:63]=[CH:64][CH:65]=[CH:66][CH:67]=4)[O:30]3)[N:26]=[N:25]2)[O:7]1. The catalyst class is: 5. (2) Reactant: [Br:1][C:2]1[CH:3]=[N:4][N:5]([CH2:7][CH2:8]Cl)[CH:6]=1.[C:10]1(=[O:20])[NH:14][C:13](=[O:15])[C:12]2=[CH:16][CH:17]=[CH:18][CH:19]=[C:11]12.[K]. Product: [Br:1][C:2]1[CH:3]=[N:4][N:5]([CH2:7][CH2:8][N:14]2[C:10](=[O:20])[C:11]3[C:12](=[CH:16][CH:17]=[CH:18][CH:19]=3)[C:13]2=[O:15])[CH:6]=1. The catalyst class is: 9. (3) Reactant: [OH-].[Na+].[CH2:3]([O:5][C:6]1[CH:7]=[C:8]([CH:13]=[CH:14][C:15]=1[C:16]1[CH:17]=[N:18][N:19]([CH3:21])[CH:20]=1)[C:9]([O:11]C)=[O:10])[CH3:4].O.Cl. Product: [CH2:3]([O:5][C:6]1[CH:7]=[C:8]([CH:13]=[CH:14][C:15]=1[C:16]1[CH:17]=[N:18][N:19]([CH3:21])[CH:20]=1)[C:9]([OH:11])=[O:10])[CH3:4]. The catalyst class is: 22. (4) Reactant: [NH2:1][C@H:2]1[C:11]2[C:6](=[CH:7][CH:8]=[C:9]([N:12]3[CH2:17][CH2:16][O:15][CH2:14][CH2:13]3)[CH:10]=2)[N:5]([C:18](=[O:20])[CH3:19])[C@@H:4]([CH3:21])[C@@H:3]1[CH3:22].Cl[C:24]1[CH:29]=[CH:28][CH:27]=[C:26]([CH3:30])[N:25]=1.CC(C)([O-])C.[Na+].CN(C1C(C2C(P(C3CCCCC3)C3CCCCC3)=CC=CC=2)=CC=CC=1)C. Product: [CH3:21][C@H:4]1[C@H:3]([CH3:22])[C@@H:2]([NH:1][C:24]2[CH:29]=[CH:28][CH:27]=[C:26]([CH3:30])[N:25]=2)[C:11]2[C:6](=[CH:7][CH:8]=[C:9]([N:12]3[CH2:13][CH2:14][O:15][CH2:16][CH2:17]3)[CH:10]=2)[N:5]1[C:18](=[O:20])[CH3:19]. The catalyst class is: 102. (5) Reactant: [CH3:1][NH:2][C:3]1[CH:8]=[CH:7][C:6]([N+:9]([O-:11])=[O:10])=[CH:5][CH:4]=1.CCN(CC)CC.[Br:19][CH2:20][C:21](Br)=[O:22]. Product: [Br:19][CH2:20][C:21]([N:2]([CH3:1])[C:3]1[CH:4]=[CH:5][C:6]([N+:9]([O-:11])=[O:10])=[CH:7][CH:8]=1)=[O:22]. The catalyst class is: 2.